From a dataset of Catalyst prediction with 721,799 reactions and 888 catalyst types from USPTO. Predict which catalyst facilitates the given reaction. (1) Reactant: [F:1][C:2]1[CH:7]=[C:6]([F:8])[CH:5]=[CH:4][C:3]=1[NH2:9].C([Li])CCC.Cl[Si](C)(C)CC[Si](Cl)(C)C.Cl[C:26]([O:28][CH2:29][C:30]1[CH:35]=[CH:34][CH:33]=[CH:32][CH:31]=1)=[O:27].Cl. Product: [CH2:29]([O:28][C:26](=[O:27])[C:7]1[C:6]([F:8])=[CH:5][CH:4]=[C:3]([NH2:9])[C:2]=1[F:1])[C:30]1[CH:35]=[CH:34][CH:33]=[CH:32][CH:31]=1. The catalyst class is: 7. (2) Reactant: [CH2:1]([O:3][C:4](=[O:22])[C:5]1[CH:10]=[C:9]([C:11]2[C:20]3[C:15](=[CH:16][CH:17]=[C:18](Br)[CH:19]=3)[N:14]=[CH:13][N:12]=2)[CH:8]=[N:7][CH:6]=1)[CH3:2].[CH3:23][O:24][C:25]1[CH:30]=[CH:29][C:28](B(O)O)=[CH:27][N:26]=1.COCCOC.C([O-])([O-])=O.[Na+].[Na+]. Product: [CH2:1]([O:3][C:4](=[O:22])[C:5]1[CH:10]=[C:9]([C:11]2[C:20]3[C:15](=[CH:16][CH:17]=[C:18]([C:28]4[CH:27]=[N:26][C:25]([O:24][CH3:23])=[CH:30][CH:29]=4)[CH:19]=3)[N:14]=[CH:13][N:12]=2)[CH:8]=[N:7][CH:6]=1)[CH3:2]. The catalyst class is: 518. (3) Reactant: [ClH:1].[N+:2]([C:5]1[CH:10]=[CH:9][CH:8]=[CH:7][C:6]=1[C:11](=[NH:13])[NH2:12])([O-])=O.[H][H]. Product: [ClH:1].[NH2:2][C:5]1[CH:10]=[CH:9][CH:8]=[CH:7][C:6]=1[C:11](=[NH:12])[NH2:13]. The catalyst class is: 43. (4) Reactant: [Br:1][C:2]1[CH:7]=[CH:6][CH:5]=[CH:4][C:3]=1[CH:8](O)[C:9]([O:11][CH2:12][CH3:13])=[O:10].COCCN(S(F)(F)[F:25])CCOC. Product: [Br:1][C:2]1[CH:7]=[CH:6][CH:5]=[CH:4][C:3]=1[CH:8]([F:25])[C:9]([O:11][CH2:12][CH3:13])=[O:10]. The catalyst class is: 4. (5) Reactant: [CH3:1][C:2]1[CH:3]=[CH:4][C:5]([C:21]([NH:23][C:24]2[CH:25]=[C:26]([C:36]([F:39])([F:38])[F:37])[CH:27]=[C:28]([N:30]3[CH:34]=[N:33][C:32]([CH3:35])=[CH:31]3)[CH:29]=2)=[O:22])=[CH:6][C:7]=1[NH:8][C:9]1[N:10]=[CH:11][CH:12]=[C:13]([C:15]2[CH:16]=[CH:17][CH:18]=[N:19][CH:20]=2)[N:14]=1.[ClH:40]. Product: [CH3:1][C:2]1[CH:3]=[CH:4][C:5]([C:21]([NH:23][C:24]2[CH:25]=[C:26]([C:36]([F:38])([F:39])[F:37])[CH:27]=[C:28]([N:30]3[CH:34]=[N:33][C:32]([CH3:35])=[CH:31]3)[CH:29]=2)=[O:22])=[CH:6][C:7]=1[NH:8][C:9]1[N:10]=[CH:11][CH:12]=[C:13]([C:15]2[CH:16]=[CH:17][CH:18]=[N:19][CH:20]=2)[N:14]=1.[ClH:40]. The catalyst class is: 14. (6) Reactant: [Cl:1][C:2]1[CH:3]=[C:4]([C:9]2[N:10]([C:18]3[CH:23]=[CH:22][C:21]([S:24](C)(=[O:26])=[O:25])=[CH:20][CH:19]=3)[CH:11]=[C:12]([C:14]([F:17])([F:16])[F:15])[N:13]=2)[CH:5]=[CH:6][C:7]=1[CH3:8].C([Mg]Cl)CCC.C(B(CC)CC)C.C([O-])(=O)C.[Na+].[NH2:46]OS(O)(=O)=O. Product: [Cl:1][C:2]1[CH:3]=[C:4]([C:9]2[N:10]([C:18]3[CH:23]=[CH:22][C:21]([S:24]([NH2:46])(=[O:26])=[O:25])=[CH:20][CH:19]=3)[CH:11]=[C:12]([C:14]([F:17])([F:16])[F:15])[N:13]=2)[CH:5]=[CH:6][C:7]=1[CH3:8]. The catalyst class is: 30.